This data is from Forward reaction prediction with 1.9M reactions from USPTO patents (1976-2016). The task is: Predict the product of the given reaction. (1) The product is: [OH:21][C@:22]1([C:7]2[CH:16]=[CH:15][C:14]3[C:9](=[CH:10][C:11]([CH:19]=[CH2:20])=[C:12]([O:17][CH3:18])[CH:13]=3)[CH:8]=2)[CH2:26][N:25]([C:27]([O:29][CH2:30][CH2:31][Si:32]([CH3:34])([CH3:35])[CH3:33])=[O:28])[C@H:24]([C:36]([O:38][CH3:39])=[O:37])[CH2:23]1. Given the reactants [Mg].BrCCBr.Br[C:7]1[CH:8]=[C:9]2[C:14](=[CH:15][CH:16]=1)[CH:13]=[C:12]([O:17][CH3:18])[C:11]([CH:19]=[CH2:20])=[CH:10]2.[O:21]=[C:22]1[CH2:26][N:25]([C:27]([O:29][CH2:30][CH2:31][Si:32]([CH3:35])([CH3:34])[CH3:33])=[O:28])[C@H:24]([C:36]([O:38][CH3:39])=[O:37])[CH2:23]1, predict the reaction product. (2) Given the reactants C[N:2](CCO)C.CCO.[C:10]([C:12]1[CH:13]=[C:14]2[C:22](=[CH:23][CH:24]=1)[N:21]([CH2:25][C:26]1[CH:31]=[CH:30][CH:29]=[C:28]([F:32])C=1)[C:20]1[CH2:19][CH2:18][C@@H:17]([NH:33][C:34]([CH:36]3[CH2:38][CH2:37]3)=[O:35])[CH2:16][C:15]2=1)#[N:11], predict the reaction product. The product is: [C:10]([C:12]1[CH:13]=[C:14]2[C:22](=[CH:23][CH:24]=1)[N:21]([CH2:25][C:26]1[CH:31]=[CH:30][CH:29]=[C:28]([F:32])[N:2]=1)[C:20]1[CH2:19][CH2:18][CH:17]([NH:33][C:34]([CH:36]3[CH2:38][CH2:37]3)=[O:35])[CH2:16][C:15]2=1)#[N:11].